This data is from Catalyst prediction with 721,799 reactions and 888 catalyst types from USPTO. The task is: Predict which catalyst facilitates the given reaction. (1) Reactant: Cl[C:2]1[C:11]2[C:6](=[CH:7][C:8]([CH3:12])=[CH:9][CH:10]=2)[N:5]=[C:4]([C:13]2[C:18]([F:19])=[CH:17][CH:16]=[CH:15][C:14]=2[OH:20])[N:3]=1.[OH:21][C@H:22]([CH2:31][CH:32]([CH3:34])[CH3:33])[C:23]([N:25]1[CH2:30][CH2:29][NH:28][CH2:27][CH2:26]1)=[O:24].C(N(CC)CC)C. Product: [F:19][C:18]1[CH:17]=[CH:16][CH:15]=[C:14]([OH:20])[C:13]=1[C:4]1[N:3]=[C:2]([N:28]2[CH2:27][CH2:26][N:25]([C:23](=[O:24])[C@H:22]([OH:21])[CH2:31][CH:32]([CH3:33])[CH3:34])[CH2:30][CH2:29]2)[C:11]2[C:6](=[CH:7][C:8]([CH3:12])=[CH:9][CH:10]=2)[N:5]=1. The catalyst class is: 2. (2) Reactant: [Br:1][C:2]1[CH:11]=[C:10]2[C:5]([C:6]([CH3:20])([CH3:19])[CH2:7][CH2:8][C:9]32[C:15](=[O:16])[N:14]([CH3:17])[C:13](=S)[NH:12]3)=[CH:4][CH:3]=1.C(OO)(C)(C)C.[NH4+:27].[OH-]. Product: [NH2:27][C:13]1[N:14]([CH3:17])[C:15](=[O:16])[C:9]2([N:12]=1)[C:10]1[C:5](=[CH:4][CH:3]=[C:2]([Br:1])[CH:11]=1)[C:6]([CH3:20])([CH3:19])[CH2:7][CH2:8]2. The catalyst class is: 5. (3) Reactant: [CH3:1][S:2][C:3]1[N:4]=[CH:5][C:6]2[C:12](=[O:13])[CH2:11][CH:10]([C:14](O)=[O:15])[N:9]([C:17]3([CH2:22][O:23][Si:24]([CH:31]([CH3:33])[CH3:32])([CH:28]([CH3:30])[CH3:29])[CH:25]([CH3:27])[CH3:26])[CH2:21][CH2:20][CH2:19][CH2:18]3)[C:7]=2[N:8]=1.[CH3:34][O:35][C:36]1[CH:41]=[C:40]([O:42][CH3:43])[CH:39]=[CH:38][C:37]=1[CH2:44][NH2:45].F[P-](F)(F)(F)(F)F.C[N+](C)=C(N(C)C)ON1C2N=CC=CC=2N=N1.C(N(CC)C(C)C)(C)C. Product: [CH3:34][O:35][C:36]1[CH:41]=[C:40]([O:42][CH3:43])[CH:39]=[CH:38][C:37]=1[CH2:44][NH:45][C:14]([CH:10]1[N:9]([C:17]2([CH2:22][O:23][Si:24]([CH:25]([CH3:27])[CH3:26])([CH:28]([CH3:30])[CH3:29])[CH:31]([CH3:32])[CH3:33])[CH2:21][CH2:20][CH2:19][CH2:18]2)[C:7]2[N:8]=[C:3]([S:2][CH3:1])[N:4]=[CH:5][C:6]=2[C:12](=[O:13])[CH2:11]1)=[O:15]. The catalyst class is: 35.